This data is from Forward reaction prediction with 1.9M reactions from USPTO patents (1976-2016). The task is: Predict the product of the given reaction. (1) Given the reactants [F:1][C:2]1[CH:54]=[CH:53][CH:52]=[CH:51][C:3]=1[CH2:4][C:5]1([CH2:49][OH:50])[CH2:10][CH2:9][CH2:8][N:7]([NH:11][C:12]([C:14]2[CH:15]=[C:16]3[C:20](=[CH:21][CH:22]=2)[N:19](C(C2C=CC=CC=2)(C2C=CC=CC=2)C2C=CC=CC=2)[N:18]=[C:17]3[C:42]2[CH:47]=[CH:46][N:45]=[C:44]([CH3:48])[CH:43]=2)=[O:13])[CH2:6]1.FC(F)(F)C(O)=O.C([SiH](CC)CC)C, predict the reaction product. The product is: [F:1][C:2]1[CH:54]=[CH:53][CH:52]=[CH:51][C:3]=1[CH2:4][C:5]1([CH2:49][OH:50])[CH2:10][CH2:9][CH2:8][N:7]([NH:11][C:12]([C:14]2[CH:15]=[C:16]3[C:20](=[CH:21][CH:22]=2)[NH:19][N:18]=[C:17]3[C:42]2[CH:47]=[CH:46][N:45]=[C:44]([CH3:48])[CH:43]=2)=[O:13])[CH2:6]1. (2) Given the reactants [F:1][C:2]1[CH:7]=[C:6](F)[C:5]([F:9])=[CH:4][C:3]=1[N+:10]([O-:12])=[O:11].[CH2:13]([OH:20])[C:14]1[CH:19]=[CH:18][CH:17]=[CH:16][CH:15]=1.C([O-])([O-])=O.[K+].[K+].O, predict the reaction product. The product is: [CH2:13]([O:20][C:6]1[CH:7]=[C:2]([F:1])[C:3]([N+:10]([O-:12])=[O:11])=[CH:4][C:5]=1[F:9])[C:14]1[CH:19]=[CH:18][CH:17]=[CH:16][CH:15]=1. (3) The product is: [C:1]([O:5][C:6]([N:8]1[CH2:15][CH2:14][C:10]2([CH2:13][N:12]([CH2:16][C:17]3[S:18][C:19]4[C:24]([N:25]5[CH2:30][CH2:29][O:28][CH2:27][CH2:26]5)=[N:23][C:22]([Cl:31])=[N:21][C:20]=4[N:32]=3)[CH2:11]2)[CH2:9][CH2:33]1)=[O:7])([CH3:4])([CH3:2])[CH3:3]. Given the reactants [C:1]([O:5][C:6]([N:8]1[CH2:15][CH:14]2[CH:10]([CH2:11][N:12]([CH2:16][C:17]3[S:18][C:19]4[C:24]([N:25]5[CH2:30][CH2:29][O:28][CH2:27][CH2:26]5)=[N:23][C:22]([Cl:31])=[N:21][C:20]=4[N:32]=3)[CH2:13]2)[CH2:9]1)=[O:7])([CH3:4])([CH3:3])[CH3:2].[C:33](OC(N1CCC2(CNC2)CC1)=O)(C)(C)C, predict the reaction product. (4) Given the reactants [CH3:1][O:2][C:3]([C:5]1[NH:15][C:8]2=[CH:9][N:10]=[C:11]([O:13][CH3:14])[CH:12]=[C:7]2[C:6]=1I)=[O:4].[N:17]1[CH:22]=[CH:21][CH:20]=[CH:19][C:18]=1B(O)O.[C:26](=O)([O-])[O-:27].[K+].[K+].O, predict the reaction product. The product is: [CH3:1][O:2][C:3]([C:5]1[NH:15][C:8]2=[CH:9][N:10]=[C:11]([O:13][CH3:14])[CH:12]=[C:7]2[C:6]=1[C:19]1[C:18]([O:27][CH3:26])=[N:17][CH:22]=[CH:21][CH:20]=1)=[O:4]. (5) Given the reactants CN(C)C1C=CC=CC=1.P(Cl)(Cl)([Cl:12])=O.[CH3:15][C:16]1[NH:21][C:20](=O)[C:19]([C:23]#[N:24])=[C:18]([N:25]2[CH2:30][CH2:29][N:28]([C:31]3[CH:36]=[CH:35][CH:34]=[CH:33][CH:32]=3)[CH2:27][CH2:26]2)[CH:17]=1, predict the reaction product. The product is: [Cl:12][C:20]1[N:21]=[C:16]([CH3:15])[CH:17]=[C:18]([N:25]2[CH2:30][CH2:29][N:28]([C:31]3[CH:36]=[CH:35][CH:34]=[CH:33][CH:32]=3)[CH2:27][CH2:26]2)[C:19]=1[C:23]#[N:24]. (6) Given the reactants [NH2:1][C@@H:2]([CH2:33][C:34]1[CH:39]=[CH:38][CH:37]=[CH:36][CH:35]=1)[C@@H:3]([OH:32])[CH2:4][C@@H:5]([NH:19][C:20]([C@@H:22]([NH:27][C:28](=[O:31])[O:29][CH3:30])[C:23]([CH3:26])([CH3:25])[CH3:24])=[O:21])[CH2:6][C:7]1[CH:12]=[CH:11][C:10]([C:13]2[CH:18]=[CH:17][CH:16]=[CH:15][N:14]=2)=[CH:9][CH:8]=1.[CH2:40]([N:47]([CH3:59])[C:48]([NH:50][C@@H:51]([C:55]([CH3:58])([CH3:57])[CH3:56])[C:52](O)=[O:53])=[O:49])[C:41]1[CH:46]=[CH:45][CH:44]=[CH:43][CH:42]=1.CCOP(ON1N=NC2C=CC=CC=2C1=O)(OCC)=O.C(N(CC)C(C)C)(C)C, predict the reaction product. The product is: [CH2:33]([C@H:2]([NH:1][C:52](=[O:53])[C@H:51]([C:55]([CH3:57])([CH3:56])[CH3:58])[NH:50][C:48](=[O:49])[N:47]([CH3:59])[CH2:40][C:41]1[CH:46]=[CH:45][CH:44]=[CH:43][CH:42]=1)[C@@H:3]([OH:32])[CH2:4][C@H:5]([CH2:6][C:7]1[CH:12]=[CH:11][C:10]([C:13]2[CH:18]=[CH:17][CH:16]=[CH:15][N:14]=2)=[CH:9][CH:8]=1)[NH:19][C:20](=[O:21])[C@@H:22]([NH:27][C:28](=[O:31])[O:29][CH3:30])[C:23]([CH3:26])([CH3:25])[CH3:24])[C:34]1[CH:35]=[CH:36][CH:37]=[CH:38][CH:39]=1. (7) Given the reactants [Cl:1][C:2]1[CH:20]=[CH:19][C:5]([CH2:6]OC2C3NC(C)=C(C)C=3C=NC=2)=[CH:4][CH:3]=1.Cl.[Cl:22][C:23]1[CH:41]=[CH:40][C:26]([CH2:27][O:28][C:29]2[C:30]3[NH:37][C:36]([CH3:38])=[C:35]([CH3:39])[C:31]=3[CH:32]=[N:33][CH:34]=2)=[CH:25][CH:24]=1.C(=O)(O)[O-].[Na+].C(Br)C1C=CC=CC=1, predict the reaction product. The product is: [ClH:1].[CH2:6]([N:37]1[C:30]2[C:29]([O:28][CH2:27][C:26]3[CH:40]=[CH:41][C:23]([Cl:22])=[CH:24][CH:25]=3)=[CH:34][N:33]=[CH:32][C:31]=2[C:35]([CH3:39])=[C:36]1[CH3:38])[C:5]1[CH:19]=[CH:20][CH:2]=[CH:3][CH:4]=1.